Dataset: Cav3 T-type calcium channel HTS with 100,875 compounds. Task: Binary Classification. Given a drug SMILES string, predict its activity (active/inactive) in a high-throughput screening assay against a specified biological target. The molecule is O=C(NC1CCCc2c1cccc2)COC(=O)c1cc([N+]([O-])=O)c(N)cc1. The result is 0 (inactive).